This data is from Full USPTO retrosynthesis dataset with 1.9M reactions from patents (1976-2016). The task is: Predict the reactants needed to synthesize the given product. (1) Given the product [Cl:27][C:25]1[CH:24]=[CH:23][C:22]([O:28][C:29]([F:31])([F:30])[F:32])=[C:21]([CH:26]=1)[CH2:20][NH:19][C:12]1[N:11]=[C:10]([NH:9][CH2:8][C@H:5]2[CH2:4][CH2:3][C@H:2]([N:1]3[CH2:37][CH2:36][CH2:35][CH2:34]3)[CH2:7][CH2:6]2)[C:15]([N+:16]([O-:18])=[O:17])=[CH:14][N:13]=1, predict the reactants needed to synthesize it. The reactants are: [NH2:1][C@H:2]1[CH2:7][CH2:6][C@H:5]([CH2:8][NH:9][C:10]2[C:15]([N+:16]([O-:18])=[O:17])=[CH:14][N:13]=[C:12]([NH:19][CH2:20][C:21]3[CH:26]=[C:25]([Cl:27])[CH:24]=[CH:23][C:22]=3[O:28][C:29]([F:32])([F:31])[F:30])[N:11]=2)[CH2:4][CH2:3]1.Br[CH2:34][CH2:35][CH2:36][CH2:37]Br.CCN(C(C)C)C(C)C. (2) Given the product [Cl:1][C:2]1[CH:7]=[CH:6][C:5]([C:16]2[CH:21]=[CH:20][C:19]([OH:22])=[CH:18][CH:17]=2)=[CH:4][C:3]=1[C:11]([F:14])([F:13])[F:12], predict the reactants needed to synthesize it. The reactants are: [Cl:1][C:2]1[CH:7]=[CH:6][C:5](B(O)O)=[CH:4][C:3]=1[C:11]([F:14])([F:13])[F:12].I[C:16]1[CH:21]=[CH:20][C:19]([OH:22])=[CH:18][CH:17]=1.C(=O)([O-])[O-].[Cs+].[Cs+].O. (3) The reactants are: [CH3:1][C:2]1([CH3:21])[O:6][CH:5]([CH2:7][C:8]2[C:13]([O:14][CH3:15])=[CH:12][C:11]([CH2:16][OH:17])=[C:10]([N+:18]([O-:20])=[O:19])[CH:9]=2)[CH2:4][O:3]1. Given the product [CH3:1][C:2]1([CH3:21])[O:6][CH:5]([CH2:7][C:8]2[C:13]([O:14][CH3:15])=[CH:12][C:11]([CH:16]=[O:17])=[C:10]([N+:18]([O-:20])=[O:19])[CH:9]=2)[CH2:4][O:3]1, predict the reactants needed to synthesize it. (4) Given the product [C:5]([O-:20])(=[O:19])[CH2:6][CH2:7][CH2:8][CH2:9][CH2:10][CH2:11][CH2:12][CH2:13][CH2:14][CH2:15][CH2:16][CH2:17][CH3:18].[Ga+3:1].[C:5]([O-:20])(=[O:19])[CH2:6][CH2:7][CH2:8][CH2:9][CH2:10][CH2:11][CH2:12][CH2:13][CH2:14][CH2:15][CH2:16][CH2:17][CH3:18].[C:5]([O-:20])(=[O:19])[CH2:6][CH2:7][CH2:8][CH2:9][CH2:10][CH2:11][CH2:12][CH2:13][CH2:14][CH2:15][CH2:16][CH2:17][CH3:18], predict the reactants needed to synthesize it. The reactants are: [Ga:1](I)(I)I.[C:5]([OH:20])(=[O:19])[CH2:6][CH2:7][CH2:8][CH2:9][CH2:10][CH2:11][CH2:12][CH2:13][CH2:14][CH2:15][CH2:16][CH2:17][CH3:18]. (5) Given the product [Cl:22][C:21]1[CH:20]=[CH:19][CH:18]=[C:17]([Cl:23])[C:16]=1[C:15]([NH:14][C:12]1[CH:11]=[CH:10][N:9]=[C:8]([NH:7][C:2]([NH:1][CH:4]([CH3:6])[CH3:5])=[O:3])[CH:13]=1)=[O:24], predict the reactants needed to synthesize it. The reactants are: [N:1]([CH:4]([CH3:6])[CH3:5])=[C:2]=[O:3].[NH2:7][C:8]1[CH:13]=[C:12]([NH:14][C:15](=[O:24])[C:16]2[C:21]([Cl:22])=[CH:20][CH:19]=[CH:18][C:17]=2[Cl:23])[CH:11]=[CH:10][N:9]=1.C(N(C(C)C)CC)(C)C. (6) Given the product [CH3:2][C:3]1([CH3:26])[CH2:12][CH2:11][C:10]([CH3:13])([CH3:14])[C:9]2[CH:8]=[C:7]([C:15]3[N:16]=[C:17]([CH:20]4[CH2:25][CH2:24][CH2:23][N:22]([CH2:35][CH2:34][CH2:33][CH2:32][CH2:31][OH:30])[CH2:21]4)[S:18][CH:19]=3)[CH:6]=[CH:5][C:4]1=2, predict the reactants needed to synthesize it. The reactants are: Br.[CH3:2][C:3]1([CH3:26])[CH2:12][CH2:11][C:10]([CH3:14])([CH3:13])[C:9]2[CH:8]=[C:7]([C:15]3[N:16]=[C:17]([CH:20]4[CH2:25][CH2:24][CH2:23][NH:22][CH2:21]4)[S:18][CH:19]=3)[CH:6]=[CH:5][C:4]1=2.C([O:30][CH2:31][CH2:32][CH2:33][CH2:34][CH2:35]Cl)(=O)C.[OH-].[Na+].